Dataset: Forward reaction prediction with 1.9M reactions from USPTO patents (1976-2016). Task: Predict the product of the given reaction. (1) Given the reactants [CH3:1][N:2]1[C:6]([CH2:7][O:8][C:9]2[CH:17]=[CH:16][C:12]([C:13]([OH:15])=O)=[CH:11][N:10]=2)=[C:5]([C:18]2[CH:23]=[CH:22][CH:21]=[CH:20][CH:19]=2)[N:4]=[N:3]1.[NH2:24][CH2:25][CH:26]1[CH2:28][CH2:27]1, predict the reaction product. The product is: [CH:26]1([CH2:25][NH:24][C:13](=[O:15])[C:12]2[CH:16]=[CH:17][C:9]([O:8][CH2:7][C:6]3[N:2]([CH3:1])[N:3]=[N:4][C:5]=3[C:18]3[CH:23]=[CH:22][CH:21]=[CH:20][CH:19]=3)=[N:10][CH:11]=2)[CH2:28][CH2:27]1. (2) Given the reactants Cl[C:2]1[N:3]=[C:4]([NH:11][C:12]2[CH:17]=[CH:16][C:15]([O:18][CH3:19])=[C:14]([O:20][CH3:21])[CH:13]=2)[C:5]2[N:10]=[CH:9][S:8][C:6]=2[N:7]=1.CC1(C)C(C)(C)OB([C:30]2[CH:31]=[C:32]([CH:48]=[CH:49][CH:50]=2)[CH2:33][NH:34][C:35]2[CH:47]=[CH:46][C:38]([C:39]([O:41][C:42]([CH3:45])([CH3:44])[CH3:43])=[O:40])=[CH:37][CH:36]=2)O1.C([O-])([O-])=O.[Na+].[Na+], predict the reaction product. The product is: [CH3:21][O:20][C:14]1[CH:13]=[C:12]([NH:11][C:4]2[C:5]3[N:10]=[CH:9][S:8][C:6]=3[N:7]=[C:2]([C:30]3[CH:31]=[C:32]([CH:48]=[CH:49][CH:50]=3)[CH2:33][NH:34][C:35]3[CH:47]=[CH:46][C:38]([C:39]([O:41][C:42]([CH3:45])([CH3:43])[CH3:44])=[O:40])=[CH:37][CH:36]=3)[N:3]=2)[CH:17]=[CH:16][C:15]=1[O:18][CH3:19]. (3) Given the reactants C[O:2][C:3]([CH:5]1[CH2:13][C:12]2[C:7](=[CH:8][C:9]([O:14][CH3:15])=[CH:10][CH:11]=2)[N:6]1[C:16]1([CH2:27][C:28]2[CH:33]=[CH:32][CH:31]=[C:30]([Cl:34])[CH:29]=2)[C:24]2[C:19](=[CH:20][C:21]([Cl:25])=[CH:22][CH:23]=2)[NH:18][C:17]1=[O:26])=[O:4].[OH-].[Na+], predict the reaction product. The product is: [Cl:25][C:21]1[CH:20]=[C:19]2[C:24]([C:16]([CH2:27][C:28]3[CH:33]=[CH:32][CH:31]=[C:30]([Cl:34])[CH:29]=3)([N:6]3[C:7]4[C:12](=[CH:11][CH:10]=[C:9]([O:14][CH3:15])[CH:8]=4)[CH2:13][CH:5]3[C:3]([OH:4])=[O:2])[C:17](=[O:26])[NH:18]2)=[CH:23][CH:22]=1. (4) Given the reactants [F:1][C:2]([F:15])([F:14])[C:3]1[C:11]([C:12]#[N:13])=[CH:10][CH:9]=[C:8]2[C:4]=1[CH:5]=[CH:6][NH:7]2.FC(F)(F)S(O[CH2:22][C:23]([F:26])([F:25])[F:24])(=O)=O, predict the reaction product. The product is: [F:24][C:23]([F:26])([F:25])[CH2:22][N:7]1[C:8]2[C:4](=[C:3]([C:2]([F:14])([F:1])[F:15])[C:11]([C:12]#[N:13])=[CH:10][CH:9]=2)[CH:5]=[CH:6]1. (5) Given the reactants Cl[C:2]1[C:11]2[C:6](=[CH:7][CH:8]=[C:9]([O:12][CH3:13])[CH:10]=2)[C:5]([C:14]2[CH:19]=[CH:18][CH:17]=[CH:16][C:15]=2[O:20][CH3:21])=[N:4][N:3]=1.[NH2:22][CH:23]1[CH2:28][CH2:27][N:26]([CH2:29][C:30]2[CH:39]=[CH:38][C:37]3[C:32](=[CH:33][CH:34]=[CH:35][CH:36]=3)[CH:31]=2)[CH2:25][CH2:24]1, predict the reaction product. The product is: [CH3:13][O:12][C:9]1[CH:10]=[C:11]2[C:6]([C:5]([C:14]3[CH:19]=[CH:18][CH:17]=[CH:16][C:15]=3[O:20][CH3:21])=[N:4][N:3]=[C:2]2[NH:22][CH:23]2[CH2:24][CH2:25][N:26]([CH2:29][C:30]3[CH:39]=[CH:38][C:37]4[C:32](=[CH:33][CH:34]=[CH:35][CH:36]=4)[CH:31]=3)[CH2:27][CH2:28]2)=[CH:7][CH:8]=1.